This data is from Reaction yield outcomes from USPTO patents with 853,638 reactions. The task is: Predict the reaction yield, written as a fraction of the theoretical maximum amount of product (1.0 means a 100% yield; for example, 0.34 means a 34% yield). (1) The reactants are [CH2:1]([O:8][C:9]1[CH:18]=[C:17]2[C:12]([CH2:13][CH2:14][CH2:15][C:16]2=O)=[CH:11][CH:10]=1)[C:2]1[CH:7]=[CH:6][CH:5]=[CH:4][CH:3]=1.C([O-])(=O)C.[Na+].Cl.[NH2:26][OH:27]. The catalyst is CO.O. The product is [CH2:1]([O:8][C:9]1[CH:18]=[C:17]2[C:12]([CH2:13][CH2:14][CH2:15][C:16]2=[N:26][OH:27])=[CH:11][CH:10]=1)[C:2]1[CH:7]=[CH:6][CH:5]=[CH:4][CH:3]=1. The yield is 0.950. (2) The reactants are P(Cl)(Cl)(Cl)=O.[Br:6][C:7]1[CH:15]=[C:14]2[C:10]([CH:11]=[CH:12][NH:13]2)=[CH:9][CH:8]=1.CN(C)[CH:18]=[O:19]. No catalyst specified. The product is [Br:6][C:7]1[CH:15]=[C:14]2[C:10]([C:11]([CH:18]=[O:19])=[CH:12][NH:13]2)=[CH:9][CH:8]=1. The yield is 0.250. (3) The reactants are [N:1]1([NH:7][C:8]([C:10]2[N:11]=[C:12]([C:24]3[CH:29]=[CH:28][C:27]([Cl:30])=[CH:26][C:25]=3[Cl:31])[N:13]([C:17]3[CH:22]=[CH:21][C:20]([OH:23])=[CH:19][CH:18]=3)[C:14]=2[CH2:15][OH:16])=[O:9])[CH2:6][CH2:5][CH2:4][CH2:3][CH2:2]1.C(N(CC)CC)C.[CH2:39]([S:42](Cl)(=[O:44])=[O:43])[CH2:40][CH3:41]. The catalyst is ClCCl. The product is [Cl:31][C:25]1[CH:26]=[C:27]([Cl:30])[CH:28]=[CH:29][C:24]=1[C:12]1[N:13]([C:17]2[CH:18]=[CH:19][C:20]([O:23][S:42]([CH2:39][CH2:40][CH3:41])(=[O:44])=[O:43])=[CH:21][CH:22]=2)[C:14]([CH2:15][OH:16])=[C:10]([C:8](=[O:9])[NH:7][N:1]2[CH2:6][CH2:5][CH2:4][CH2:3][CH2:2]2)[N:11]=1. The yield is 0.340. (4) The reactants are [CH:1]1([N:7]([CH3:36])[C:8]2[C:9]([CH3:35])=[C:10]([CH:24]=[C:25]([C:27]3[CH:28]=[N:29][C:30]([CH:33]=O)=[CH:31][CH:32]=3)[CH:26]=2)[C:11]([NH:13][CH2:14][C:15]2[C:16](=[O:23])[NH:17][C:18]([CH3:22])=[CH:19][C:20]=2[CH3:21])=[O:12])[CH2:6][CH2:5][CH2:4][CH2:3][CH2:2]1.[NH:37]1[CH2:42][CH2:41][O:40][CH2:39][CH2:38]1.C(O)(=O)C.C([BH3-])#N.[Na+]. The catalyst is CO. The product is [CH:1]1([N:7]([CH3:36])[C:8]2[C:9]([CH3:35])=[C:10]([CH:24]=[C:25]([C:27]3[CH:28]=[N:29][C:30]([CH2:33][N:37]4[CH2:42][CH2:41][O:40][CH2:39][CH2:38]4)=[CH:31][CH:32]=3)[CH:26]=2)[C:11]([NH:13][CH2:14][C:15]2[C:16](=[O:23])[NH:17][C:18]([CH3:22])=[CH:19][C:20]=2[CH3:21])=[O:12])[CH2:2][CH2:3][CH2:4][CH2:5][CH2:6]1. The yield is 0.530.